The task is: Predict the product of the given reaction.. This data is from Forward reaction prediction with 1.9M reactions from USPTO patents (1976-2016). (1) Given the reactants [Br:1][CH2:2][C:3]1[S:4][CH:5]=[CH:6][CH:7]=1.[CH2:8]([P:12]([CH2:17][CH2:18][CH2:19][CH3:20])[CH2:13][CH2:14][CH2:15][CH3:16])[CH2:9][CH2:10][CH3:11], predict the reaction product. The product is: [Br-:1].[S:4]1[CH:5]=[CH:6][CH:7]=[C:3]1[CH2:2][P+:12]([CH2:13][CH2:14][CH2:15][CH3:16])([CH2:17][CH2:18][CH2:19][CH3:20])[CH2:8][CH2:9][CH2:10][CH3:11]. (2) The product is: [Cl:60][C:61]1[CH:62]=[C:63]([CH:67]=[CH:68][CH:69]=1)[CH2:64][N:65]([CH3:66])[C:28]([C:27]1[CH:31]=[CH:32][C:33]([CH3:34])=[C:25]([NH:24][C:22]([C:20]2[C:19](=[O:35])[NH:18][C:16]3[N:17]=[C:12]([O:11][CH3:10])[N:13]=[CH:14][C:15]=3[CH:21]=2)=[O:23])[CH:26]=1)=[O:30]. Given the reactants C(N(C(C)C)CC)(C)C.[CH3:10][O:11][C:12]1[N:13]=[CH:14][C:15]2[CH:21]=[C:20]([C:22]([NH:24][C:25]3[CH:26]=[C:27]([CH:31]=[CH:32][C:33]=3[CH3:34])[C:28]([OH:30])=O)=[O:23])[C:19](=[O:35])[NH:18][C:16]=2[N:17]=1.CN(C(ON1N=NC2C=CC=NC1=2)=[N+](C)C)C.F[P-](F)(F)(F)(F)F.[Cl:60][C:61]1[CH:62]=[C:63]([CH:67]=[CH:68][CH:69]=1)[CH2:64][NH:65][CH3:66], predict the reaction product. (3) Given the reactants [Br:1][C:2]1[NH:11][C:10](=[O:12])[C:9]([O:13]C)=[C:8]2[C:3]=1[CH2:4][CH2:5][N:6]([CH2:16][C:17]1[CH:22]=[CH:21][C:20]([F:23])=[C:19]([Cl:24])[CH:18]=1)[C:7]2=[O:15], predict the reaction product. The product is: [Br:1][C:2]1[NH:11][C:10](=[O:12])[C:9]([OH:13])=[C:8]2[C:3]=1[CH2:4][CH2:5][N:6]([CH2:16][C:17]1[CH:22]=[CH:21][C:20]([F:23])=[C:19]([Cl:24])[CH:18]=1)[C:7]2=[O:15]. (4) The product is: [C:1]([N:4]1[C:13]2[C:8](=[CH:9][C:10]([C:32]3[CH:33]=[CH:34][C:29]([C:27]([O:26][CH3:25])=[O:28])=[CH:30][CH:31]=3)=[CH:11][CH:12]=2)[C@H:7]([NH:15][C:16]2[CH:23]=[CH:22][C:19]([C:20]#[N:21])=[CH:18][N:17]=2)[CH2:6][C@@H:5]1[CH3:24])(=[O:3])[CH3:2]. Given the reactants [C:1]([N:4]1[C:13]2[C:8](=[CH:9][C:10](Br)=[CH:11][CH:12]=2)[C@H:7]([NH:15][C:16]2[CH:23]=[CH:22][C:19]([C:20]#[N:21])=[CH:18][N:17]=2)[CH2:6][C@@H:5]1[CH3:24])(=[O:3])[CH3:2].[CH3:25][O:26][C:27]([C:29]1[CH:34]=[CH:33][C:32](B(O)O)=[CH:31][CH:30]=1)=[O:28].C(=O)([O-])[O-].[K+].[K+].COCCOC, predict the reaction product. (5) Given the reactants [C:1]([C:3]1[S:7][C:6]([C:8]([O:10][CH3:11])=[O:9])=[CH:5][C:4]=1[N+:12]([O-])=O)#[N:2].C(O)(=O)C, predict the reaction product. The product is: [NH2:12][C:4]1[CH:5]=[C:6]([C:8]([O:10][CH3:11])=[O:9])[S:7][C:3]=1[C:1]#[N:2]. (6) Given the reactants [OH:1][C@H:2]1[CH2:6][N:5]([C:7]2[C:12]([C:13]([O:15][CH2:16][CH3:17])=[O:14])=[CH:11][N:10]=[C:9]([S:18][CH3:19])[N:8]=2)[C@H:4]([CH2:20][NH:21][S:22]([C:25]2[CH:30]=[CH:29][CH:28]=[CH:27][C:26]=2[N+:31]([O-:33])=[O:32])(=[O:24])=[O:23])[CH2:3]1.[Si:34](Cl)([C:37]([CH3:40])([CH3:39])[CH3:38])([CH3:36])[CH3:35].N1C=CN=C1, predict the reaction product. The product is: [Si:34]([O:1][C@H:2]1[CH2:6][N:5]([C:7]2[C:12]([C:13]([O:15][CH2:16][CH3:17])=[O:14])=[CH:11][N:10]=[C:9]([S:18][CH3:19])[N:8]=2)[C@H:4]([CH2:20][NH:21][S:22]([C:25]2[CH:30]=[CH:29][CH:28]=[CH:27][C:26]=2[N+:31]([O-:33])=[O:32])(=[O:23])=[O:24])[CH2:3]1)([C:37]([CH3:40])([CH3:39])[CH3:38])([CH3:36])[CH3:35].